From a dataset of Reaction yield outcomes from USPTO patents with 853,638 reactions. Predict the reaction yield, written as a fraction of the theoretical maximum amount of product (1.0 means a 100% yield; for example, 0.34 means a 34% yield). (1) The reactants are [NH2:1][C:2]1[CH:7]=[CH:6][C:5]([C@@H:8]2[O:13][CH2:12][CH2:11][N:10]([C:14]([O:16][C:17]([CH3:20])([CH3:19])[CH3:18])=[O:15])[CH2:9]2)=[CH:4][CH:3]=1.CN1CCOCC1.CN(C(ON1N=NC2C=CC=CC1=2)=[N+](C)C)C.F[P-](F)(F)(F)(F)F.[F:52][C:53]([F:66])([F:65])[CH2:54][O:55][C:56]1[CH:64]=[CH:63][C:59]([C:60](O)=[O:61])=[CH:58][N:57]=1. The catalyst is C1COCC1.CCOC(C)=O. The product is [F:66][C:53]([F:52])([F:65])[CH2:54][O:55][C:56]1[CH:64]=[CH:63][C:59]([C:60]([NH:1][C:2]2[CH:7]=[CH:6][C:5]([C@@H:8]3[O:13][CH2:12][CH2:11][N:10]([C:14]([O:16][C:17]([CH3:20])([CH3:19])[CH3:18])=[O:15])[CH2:9]3)=[CH:4][CH:3]=2)=[O:61])=[CH:58][N:57]=1. The yield is 0.810. (2) The reactants are [S:1]1[CH:5]=[CH:4][C:3]([N:6]2[C:14]3[C:9](=[CH:10][CH:11]=[CH:12][CH:13]=3)[C:8](=O)[C:7]2=[O:16])=[CH:2]1.[NH2:17][C:18]1[CH:23]=[CH:22][C:21]([CH3:24])=[CH:20][CH:19]=1. The catalyst is CC(O)=O.CO. The product is [CH3:24][C:21]1[CH:22]=[CH:23][C:18](/[N:17]=[C:8]2/[C:7](=[O:16])[N:6]([C:3]3[CH:4]=[CH:5][S:1][CH:2]=3)[C:14]3[C:9]/2=[CH:10][CH:11]=[CH:12][CH:13]=3)=[CH:19][CH:20]=1. The yield is 0.500. (3) The reactants are Cl[C:2]1[C:9]([C:10]([F:13])([F:12])[F:11])=[CH:8][C:5]([C:6]#[N:7])=[C:4]([O:14][CH2:15][CH2:16][O:17][CH:18]([CH3:20])[CH3:19])[N:3]=1.[B:21]1([OH:31])[C:25]2[CH:26]=[CH:27][C:28]([OH:30])=[CH:29][C:24]=2[CH2:23][O:22]1.C([O-])([O-])=O.[Cs+].[Cs+].O. The catalyst is CS(C)=O. The product is [OH:31][B:21]1[C:25]2[CH:26]=[CH:27][C:28]([O:30][C:2]3[C:9]([C:10]([F:13])([F:12])[F:11])=[CH:8][C:5]([C:6]#[N:7])=[C:4]([O:14][CH2:15][CH2:16][O:17][CH:18]([CH3:20])[CH3:19])[N:3]=3)=[CH:29][C:24]=2[CH2:23][O:22]1. The yield is 0.690.